Dataset: Retrosynthesis with 50K atom-mapped reactions and 10 reaction types from USPTO. Task: Predict the reactants needed to synthesize the given product. (1) The reactants are: CC(C)(C)OC(=O)N1CCC(c2nc(NCc3ccccn3)c3c(-c4ccccc4)cccc3n2)CC1. Given the product c1ccc(-c2cccc3nc(C4CCNCC4)nc(NCc4ccccn4)c23)cc1, predict the reactants needed to synthesize it. (2) Given the product CN(C)Cc1cccc(Nc2nccc(-c3c(-c4ccc(F)c(NC(=O)Cc5cccs5)c4)nn4ccccc34)n2)c1, predict the reactants needed to synthesize it. The reactants are: CN(C)Cc1cccc(Nc2nccc(-c3c(-c4ccc(F)c(N)c4)nn4ccccc34)n2)c1.O=C(Cl)Cc1cccs1. (3) Given the product N#Cc1ccc(N2CCC[C@@H](NC(=O)OCc3ccccc3)C2)c2c1[nH]c1cc(C(=O)O)ccc12, predict the reactants needed to synthesize it. The reactants are: CCOC(=O)c1ccc2c(c1)[nH]c1c(C#N)ccc(N3CCC[C@@H](NC(=O)OCc4ccccc4)C3)c12. (4) Given the product Cc1ccc(N2CCN(C(=O)c3ccc(N4[C@H](C(C)C)CCS4(=O)=O)cc3S(C)(=O)=O)CC2)c(C)c1, predict the reactants needed to synthesize it. The reactants are: CC(C)[C@@H]1CCS(=O)(=O)N1.Cc1ccc(N2CCN(C(=O)c3ccc(Br)cc3S(C)(=O)=O)CC2)c(C)c1. (5) Given the product Cc1noc(NC(=O)CCl)c1C, predict the reactants needed to synthesize it. The reactants are: Cc1noc(N)c1C.O=C(CCl)OC(=O)CCl. (6) Given the product CCOC(=O)/C=C/c1ccc(/C=C/C(=O)O)cc1, predict the reactants needed to synthesize it. The reactants are: CCOC(=O)/C=C/c1ccc(/C=C/C(=O)OC(C)(C)C)cc1. (7) Given the product CC(CO)(CCCCCBr)c1ccccc1, predict the reactants needed to synthesize it. The reactants are: CCOC(=O)C(C)(CCCCCBr)c1ccccc1. (8) Given the product Nc1ccc(OCCOc2ccccn2)cc1, predict the reactants needed to synthesize it. The reactants are: O=[N+]([O-])c1ccc(OCCOc2ccccn2)cc1. (9) Given the product CC(O)CCCC(C#N)N(C)C(=O)OC(C)(C)C, predict the reactants needed to synthesize it. The reactants are: CC(C)(C)OC(=O)OC(=O)OC(C)(C)C.CNC(C#N)CCCC(C)O. (10) Given the product COCCCN1CCOc2ccc(COC3CN(C(=O)OCc4ccccc4)CCC3c3ccc(CC(=O)N4CCCc5ccccc54)cc3)cc21, predict the reactants needed to synthesize it. The reactants are: COCCCN1CCOc2ccc(COC3CN(C(=O)OCc4ccccc4)CCC3c3ccc(CC(=O)O)cc3)cc21.c1ccc2c(c1)CCCN2.